Task: Predict the product of the given reaction.. Dataset: Forward reaction prediction with 1.9M reactions from USPTO patents (1976-2016) (1) The product is: [NH2:1][C:2]1[CH:10]=[CH:9][CH:8]=[C:7]([Cl:11])[C:3]=1[C:4]([NH2:16])=[O:5]. Given the reactants [NH2:1][C:2]1[CH:10]=[CH:9][CH:8]=[C:7]([Cl:11])[C:3]=1[C:4](O)=[O:5].S(Cl)(Cl)=O.[NH4+:16].[OH-], predict the reaction product. (2) Given the reactants [CH2:1]([O:3][C:4]1[CH:17]=[CH:16][C:7](/[CH:8]=[C:9]2/[C:10](=[O:15])[NH:11][C:12](=[O:14])[S:13]/2)=[CH:6][CH:5]=1)[CH3:2].[C:18]([O:22][C:23]([NH:25][C@@H:26]([CH2:31]O)[C:27]([O:29][CH3:30])=[O:28])=[O:24])([CH3:21])([CH3:20])[CH3:19].C1(P(C2C=CC=CC=2)C2C=CC=CC=2)C=CC=CC=1.CC(OC(/N=N/C(OC(C)C)=O)=O)C, predict the reaction product. The product is: [C:18]([O:22][C:23]([NH:25][C@@H:26]([CH2:31][N:11]1[C:10](=[O:15])/[C:9](=[CH:8]/[C:7]2[CH:16]=[CH:17][C:4]([O:3][CH2:1][CH3:2])=[CH:5][CH:6]=2)/[S:13][C:12]1=[O:14])[C:27]([O:29][CH3:30])=[O:28])=[O:24])([CH3:21])([CH3:20])[CH3:19].